Dataset: Catalyst prediction with 721,799 reactions and 888 catalyst types from USPTO. Task: Predict which catalyst facilitates the given reaction. (1) Reactant: C([O:5][CH2:6][CH2:7][O:8][C:9]1[N:14]=[C:13]([O:15][CH3:16])[C:12]([NH:17][C:18]([C:20]2[N:21]=[C:22]([O:25][C:26]3[CH:31]=[C:30]([C:32]([CH3:35])([CH3:34])[CH3:33])[CH:29]=[CH:28][C:27]=3[CH3:36])[S:23][CH:24]=2)=[O:19])=[C:11]([O:37][CH3:38])[N:10]=1)(C)(C)C. Product: [C:32]([C:30]1[CH:29]=[CH:28][C:27]([CH3:36])=[C:26]([CH:31]=1)[O:25][C:22]1[S:23][CH:24]=[C:20]([C:18]([NH:17][C:12]2[C:13]([O:15][CH3:16])=[N:14][C:9]([O:8][CH2:7][CH2:6][OH:5])=[N:10][C:11]=2[O:37][CH3:38])=[O:19])[N:21]=1)([CH3:35])([CH3:34])[CH3:33]. The catalyst class is: 4. (2) Reactant: [C:1]([C:3]1[CH:11]=[CH:10][C:6]([C:7]([NH2:9])=[O:8])=[CH:5][C:4]=1[NH2:12])#[CH:2].S(=O)(=O)(O)[OH:14].[Cr](O[Cr]([O-])(=O)=O)([O-])(=O)=O.[K+].[K+]. Product: [C:1]([C:3]1[CH:11]=[CH:10][C:6]([C:7]([NH2:9])=[O:8])=[CH:5][C:4]=1[N:12]=[O:14])#[CH:2]. The catalyst class is: 6. (3) Reactant: C([O:5][C:6](=[O:24])[CH:7]([C:15]1[CH:16]=[CH:17][C:18]2[S:22][CH:21]=[CH:20][C:19]=2[CH:23]=1)[C:8]([O:10]C(C)(C)C)=[O:9])(C)(C)C.O.C1(C)C=CC(S(O)(=O)=O)=CC=1. Product: [S:22]1[C:18]2[CH:17]=[CH:16][C:15]([CH:7]([C:6]([OH:24])=[O:5])[C:8]([OH:10])=[O:9])=[CH:23][C:19]=2[CH:20]=[CH:21]1. The catalyst class is: 11. (4) Reactant: [C:1]([C:5]1[CH:10]=[CH:9][C:8]([S:11]([NH:14][C:15]2[CH:16]=[C:17]3[C:21](=[CH:22][CH:23]=2)[NH:20][C:19]([C:24]([OH:26])=O)=[C:18]3[C:27]2[CH:32]=[CH:31][CH:30]=[C:29]([O:33][CH3:34])[CH:28]=2)(=[O:13])=[O:12])=[CH:7][CH:6]=1)([CH3:4])([CH3:3])[CH3:2].[NH2:35][CH2:36][CH2:37][N:38]1[CH2:43][CH2:42][O:41][CH2:40][CH2:39]1. Product: [N:38]1([CH2:37][CH2:36][NH:35][C:24]([C:19]2[NH:20][C:21]3[C:17]([C:18]=2[C:27]2[CH:32]=[CH:31][CH:30]=[C:29]([O:33][CH3:34])[CH:28]=2)=[CH:16][C:15]([NH:14][S:11]([C:8]2[CH:9]=[CH:10][C:5]([C:1]([CH3:3])([CH3:2])[CH3:4])=[CH:6][CH:7]=2)(=[O:12])=[O:13])=[CH:23][CH:22]=3)=[O:26])[CH2:43][CH2:42][O:41][CH2:40][CH2:39]1. The catalyst class is: 98. (5) Reactant: Br[CH2:2][C:3]([C:5]1[CH:10]=[CH:9][C:8]([F:11])=[CH:7][C:6]=1[F:12])=O.Cl.[NH:14]=[C:15]1[CH2:19][CH2:18][CH2:17][NH:16]1.C([O-])([O-])=O.[Na+].[Na+].O. Product: [F:12][C:6]1[CH:7]=[C:8]([F:11])[CH:9]=[CH:10][C:5]=1[C:3]1[N:14]=[C:15]2[CH2:19][CH2:18][CH2:17][N:16]2[CH:2]=1. The catalyst class is: 3. (6) Reactant: [C:1]([N:4]1[C:12]2[C:7](=[CH:8][C:9]([C:13](=[O:16])[CH2:14]Br)=[CH:10][CH:11]=2)[CH2:6][CH2:5]1)(=[O:3])[CH3:2].C([O-])(=[O:19])C.[Na+].CCO.[OH-].[Na+]. Product: [C:1]([N:4]1[C:12]2[C:7](=[CH:8][C:9]([C:13](=[O:16])[CH2:14][OH:19])=[CH:10][CH:11]=2)[CH2:6][CH2:5]1)(=[O:3])[CH3:2]. The catalyst class is: 6. (7) Reactant: [CH3:1][C:2]1[CH:9]=[C:8]([N+:10]([O-:12])=[O:11])[CH:7]=[CH:6][C:3]=1[C:4]#[N:5]. Product: [CH3:1][C:2]1[CH:9]=[C:8]([N+:10]([O-:12])=[O:11])[CH:7]=[CH:6][C:3]=1[CH2:4][NH2:5]. The catalyst class is: 7. (8) Reactant: [Cl:1][C:2]1[CH:3]=[C:4]([C:9]2([C:22]([F:25])([F:24])[F:23])[O:13][N:12]=[C:11]([C:14]3[CH:15]=[CH:16][C:17]([CH3:21])=[C:18]([CH:20]=3)[NH2:19])[CH2:10]2)[CH:5]=[C:6]([Cl:8])[CH:7]=1.[CH:26](O)=[O:27].Cl.C(N(CC)CCCN=C=NCC)C.C(=O)([O-])O.[Na+]. Product: [Cl:1][C:2]1[CH:3]=[C:4]([C:9]2([C:22]([F:23])([F:25])[F:24])[O:13][N:12]=[C:11]([C:14]3[CH:15]=[CH:16][C:17]([CH3:21])=[C:18]([NH:19][CH:26]=[O:27])[CH:20]=3)[CH2:10]2)[CH:5]=[C:6]([Cl:8])[CH:7]=1. The catalyst class is: 9. (9) Reactant: [Cl:1][C:2]1[CH:3]=[CH:4][C:5]([O:18][CH3:19])=[C:6]([N:8]2[C:12](I)=[CH:11][C:10]([C:14]([F:17])([F:16])[F:15])=[N:9]2)[CH:7]=1.[C:20]([Cu])#[N:21]. Product: [Cl:1][C:2]1[CH:3]=[CH:4][C:5]([O:18][CH3:19])=[C:6]([N:8]2[C:12]([C:20]#[N:21])=[CH:11][C:10]([C:14]([F:17])([F:16])[F:15])=[N:9]2)[CH:7]=1. The catalyst class is: 37. (10) Reactant: [F:1][C:2]([F:17])([F:16])[C:3]1[CH:4]=[CH:5][C:6]([N:9]2[CH2:15][CH2:14][CH2:13][NH:12][CH2:11][CH2:10]2)=[N:7][CH:8]=1.[F:18][C:19]([F:35])([F:34])[C:20]1[O:24][N:23]=[C:22]([C:25]2[CH:26]=[C:27]([CH:31]=[CH:32][CH:33]=2)[C:28](O)=[O:29])[N:21]=1.Cl.CN(C)CCCN=C=NCC.C(N(C(C)C)CC)(C)C. Product: [F:34][C:19]([F:18])([F:35])[C:20]1[O:24][N:23]=[C:22]([C:25]2[CH:26]=[C:27]([C:28]([N:12]3[CH2:13][CH2:14][CH2:15][N:9]([C:6]4[CH:5]=[CH:4][C:3]([C:2]([F:1])([F:16])[F:17])=[CH:8][N:7]=4)[CH2:10][CH2:11]3)=[O:29])[CH:31]=[CH:32][CH:33]=2)[N:21]=1. The catalyst class is: 4.